Dataset: Full USPTO retrosynthesis dataset with 1.9M reactions from patents (1976-2016). Task: Predict the reactants needed to synthesize the given product. (1) The reactants are: [Cl:1][C:2]1[CH:7]=[CH:6][C:5]([C:8]2[CH:13]=[CH:12][C:11]([CH3:14])=[C:10]([CH:15]3[C:20](=[O:21])[C:19]([CH3:23])([CH3:22])[O:18][C:17]([CH3:25])([CH3:24])[C:16]3=[O:26])[CH:9]=2)=[CH:4][CH:3]=1.S(Cl)([Cl:30])(=O)=O. Given the product [Cl:30][C:15]1([C:10]2[CH:9]=[C:8]([C:5]3[CH:6]=[CH:7][C:2]([Cl:1])=[CH:3][CH:4]=3)[CH:13]=[CH:12][C:11]=2[CH3:14])[C:20](=[O:21])[C:19]([CH3:22])([CH3:23])[O:18][C:17]([CH3:25])([CH3:24])[C:16]1=[O:26], predict the reactants needed to synthesize it. (2) Given the product [CH:14]([Si:17]([CH:21]([CH3:23])[CH3:22])([CH:18]([CH3:20])[CH3:19])[O:13][CH:9]([CH2:10][CH:11]=[CH2:12])[CH2:8][CH:7]=[CH2:6])([CH3:16])[CH3:15], predict the reactants needed to synthesize it. The reactants are: N1C=CN=C1.[CH2:6]=[CH:7][CH2:8][CH:9]([OH:13])[CH2:10][CH:11]=[CH2:12].[CH:14]([Si:17](Cl)([CH:21]([CH3:23])[CH3:22])[CH:18]([CH3:20])[CH3:19])([CH3:16])[CH3:15]. (3) Given the product [NH2:12][CH2:16][CH2:17][NH:18][S:19]([C:22]1[S:23][C:24]([C:27]2[CH:32]=[CH:31][N:30]=[C:29]3[NH:33][C:34]([CH3:36])=[CH:35][C:28]=23)=[CH:25][CH:26]=1)(=[O:21])=[O:20], predict the reactants needed to synthesize it. The reactants are: FC(F)(F)C(O)=O.CC([N:12]([CH2:16][CH2:17][NH:18][S:19]([C:22]1[S:23][C:24]([C:27]2[CH:32]=[CH:31][N:30]=[C:29]3[NH:33][C:34]([CH3:36])=[CH:35][C:28]=23)=[CH:25][CH:26]=1)(=[O:21])=[O:20])C(=O)O)(C)C.C(O)(C(F)(F)F)=O. (4) Given the product [ClH:36].[ClH:36].[CH3:33][O:32][CH2:31][CH2:30][CH2:29][C:24]1[CH:25]=[CH:26][CH:27]=[CH:28][C:23]=1[C:20]1[CH:21]=[CH:22][C:17]([CH:9]([CH2:10][C:11]2[CH:12]=[N:13][CH:14]=[CH:15][CH:16]=2)[CH2:8][NH2:7])=[C:18]([CH3:34])[CH:19]=1, predict the reactants needed to synthesize it. The reactants are: C(OC(=O)[NH:7][CH2:8][CH:9]([C:17]1[CH:22]=[CH:21][C:20]([C:23]2[CH:28]=[CH:27][CH:26]=[CH:25][C:24]=2[CH2:29][CH2:30][CH2:31][O:32][CH3:33])=[CH:19][C:18]=1[CH3:34])[CH2:10][C:11]1[CH:12]=[N:13][CH:14]=[CH:15][CH:16]=1)(C)(C)C.[ClH:36]. (5) The reactants are: C[O:2][C:3](=[O:31])[CH2:4][CH2:5][C:6]1[CH:11]=[CH:10][C:9]([S:12][CH:13]([CH3:29])[CH2:14][CH2:15][O:16][C:17]2[CH:22]=[CH:21][C:20]([O:23][C:24]([F:27])([F:26])[F:25])=[CH:19][C:18]=2Br)=[CH:8][C:7]=1[CH3:30].[C:32]1([OH:38])[CH:37]=[CH:36][CH:35]=[CH:34][CH:33]=1.CC(C)(C(=O)CC(=O)C(C)(C)C)C.C(=O)([O-])[O-].[Cs+].[Cs+].[OH-].[Na+]. Given the product [CH3:30][C:7]1[CH:8]=[C:9]([S:12][C@H:13]([CH3:29])[CH2:14][CH2:15][O:16][C:17]2[CH:22]=[CH:21][C:20]([O:23][C:24]([F:25])([F:26])[F:27])=[CH:19][C:18]=2[O:38][C:32]2[CH:37]=[CH:36][CH:35]=[CH:34][CH:33]=2)[CH:10]=[CH:11][C:6]=1[CH2:5][CH2:4][C:3]([OH:2])=[O:31], predict the reactants needed to synthesize it. (6) The reactants are: [CH3:1][C@:2]([C:11](O)=[O:12])([CH2:4][C:5]1[CH:10]=[CH:9][CH:8]=[CH:7][CH:6]=1)[NH2:3].[BH4-].[Na+].II. Given the product [NH2:3][C@:2]([CH3:1])([CH2:4][C:5]1[CH:10]=[CH:9][CH:8]=[CH:7][CH:6]=1)[CH2:11][OH:12], predict the reactants needed to synthesize it.